From a dataset of Full USPTO retrosynthesis dataset with 1.9M reactions from patents (1976-2016). Predict the reactants needed to synthesize the given product. (1) Given the product [CH3:1][C:2]1[C:3]([N+:12]([O-:14])=[O:13])=[CH:4][C:5]2=[N:9][C:8](=[O:10])[N:7]=[C:6]2[CH:11]=1, predict the reactants needed to synthesize it. The reactants are: [CH3:1][C:2]1[CH:3]=[CH:4][C:5]2[NH:9][C:8](=[O:10])[NH:7][C:6]=2[CH:11]=1.[N+:12]([O-])([OH:14])=[O:13]. (2) Given the product [NH2:23][C:19]1[CH:18]=[C:17]([CH:22]=[CH:21][CH:20]=1)[CH2:16][NH:15][C:11]1[CH:12]=[CH:13][CH:14]=[C:9]([NH:8][C:6]2[C:5]([Cl:26])=[CH:4][N:3]=[C:2]([Cl:1])[N:7]=2)[CH:10]=1, predict the reactants needed to synthesize it. The reactants are: [Cl:1][C:2]1[N:7]=[C:6]([NH:8][C:9]2[CH:14]=[CH:13][CH:12]=[C:11]([NH:15][CH2:16][C:17]3[CH:22]=[CH:21][CH:20]=[C:19]([N+:23]([O-])=O)[CH:18]=3)[CH:10]=2)[C:5]([Cl:26])=[CH:4][N:3]=1. (3) Given the product [CH:1]1([C@@H:7]([NH:9][C:10]([C:12]2[C:21]3[C:16](=[CH:17][CH:18]=[CH:19][CH:20]=3)[N:15]=[C:14]([C:22]3[S:23][CH:24]=[CH:25][CH:26]=3)[C:13]=2[CH2:27][N:28]2[CH2:33][CH2:32][N:31]([C:34]([N:37]3[CH2:41][CH2:40][CH2:39][C@@H:38]3[CH2:42][OH:43])=[O:35])[CH2:30][CH2:29]2)=[O:11])[CH3:8])[CH2:6][CH2:5][CH2:4][CH2:3][CH2:2]1, predict the reactants needed to synthesize it. The reactants are: [CH:1]1([C@@H:7]([NH:9][C:10]([C:12]2[C:21]3[C:16](=[CH:17][CH:18]=[CH:19][CH:20]=3)[N:15]=[C:14]([C:22]3[S:23][CH:24]=[CH:25][CH:26]=3)[C:13]=2[CH2:27][N:28]2[CH2:33][CH2:32][N:31]([C:34](Cl)=[O:35])[CH2:30][CH2:29]2)=[O:11])[CH3:8])[CH2:6][CH2:5][CH2:4][CH2:3][CH2:2]1.[NH:37]1[CH2:41][CH2:40][CH2:39][C@@H:38]1[CH2:42][OH:43].C(N(CC)CC)C. (4) Given the product [CH2:15]([O:17][C:18](=[O:23])/[CH:19]=[C:20](/[O:14][C:11]1[CH:12]=[N:13][C:8]([CH3:7])=[CH:9][CH:10]=1)\[CH3:21])[CH3:16], predict the reactants needed to synthesize it. The reactants are: CC(C)([O-])C.[K+].[CH3:7][C:8]1[N:13]=[CH:12][C:11]([OH:14])=[CH:10][CH:9]=1.[CH2:15]([O:17][C:18](=[O:23])[CH:19]=[C:20](Cl)[CH3:21])[CH3:16]. (5) Given the product [Cl:1][C:2]1[C:7]([Cl:8])=[CH:6][CH:5]=[CH:4][C:3]=1[N:9]1[CH2:14][CH2:13][N:12]([CH2:15][CH2:16][CH2:17][CH2:18][CH2:19][C:20]2[N:29]=[CH:28][C:27]3[C:26]([CH3:30])([CH3:31])[O:25][C:24](=[O:32])[NH:23][C:22]=3[CH:21]=2)[CH2:11][CH2:10]1, predict the reactants needed to synthesize it. The reactants are: [Cl:1][C:2]1[C:7]([Cl:8])=[CH:6][CH:5]=[CH:4][C:3]=1[N:9]1[CH2:14][CH2:13][N:12]([CH2:15][CH2:16][CH2:17][CH:18]=[CH:19][C:20]2[N:29]=[CH:28][C:27]3[C:26]([CH3:31])([CH3:30])[O:25][C:24](=[O:32])[NH:23][C:22]=3[CH:21]=2)[CH2:11][CH2:10]1. (6) Given the product [Br:15][C:16]1[CH:23]=[C:22]([F:24])[CH:21]=[C:20]([N:2]2[C:1](=[O:14])[C:6]3[CH:7]=[C:8]4[N:13]([C:5]=3[CH:4]=[N:3]2)[CH2:12][CH2:11][CH2:10][CH2:9]4)[C:17]=1[CH:18]=[O:19], predict the reactants needed to synthesize it. The reactants are: [C:1]1(=[O:14])[C:6]2[CH:7]=[C:8]3[N:13]([C:5]=2[CH:4]=[N:3][NH:2]1)[CH2:12][CH2:11][CH2:10][CH2:9]3.[Br:15][C:16]1[CH:23]=[C:22]([F:24])[CH:21]=[C:20](Br)[C:17]=1[CH:18]=[O:19].C(=O)([O-])[O-].[Cs+].[Cs+].COC1C2C(=C3C(=CC=2)C(OC)=CC=N3)N=CC=1.